Regression. Given a peptide amino acid sequence and an MHC pseudo amino acid sequence, predict their binding affinity value. This is MHC class I binding data. From a dataset of Peptide-MHC class I binding affinity with 185,985 pairs from IEDB/IMGT. (1) The peptide sequence is SIRSMSRSI. The MHC is HLA-A30:01 with pseudo-sequence HLA-A30:01. The binding affinity (normalized) is 0.548. (2) The peptide sequence is IEAGDEVFF. The MHC is HLA-A11:01 with pseudo-sequence HLA-A11:01. The binding affinity (normalized) is 0.0847. (3) The peptide sequence is AMVLSIVSLF. The MHC is HLA-B15:01 with pseudo-sequence HLA-B15:01. The binding affinity (normalized) is 0.858.